Task: Predict the reactants needed to synthesize the given product.. Dataset: Retrosynthesis with 50K atom-mapped reactions and 10 reaction types from USPTO (1) The reactants are: CC(C)(C)OC(=O)Nc1cc(Cl)cc(Cl)n1.CN(C)C=O. Given the product CC(C)(C)OC(=O)Nc1cc(Cl)c(C=O)c(Cl)n1, predict the reactants needed to synthesize it. (2) Given the product CCc1c(C(=O)OC(C)(C)C)[nH]c(C=O)c1-c1cc2ccccc2o1, predict the reactants needed to synthesize it. The reactants are: CCc1c(C(=O)OC(C)(C)C)[nH]c(C=O)c1I.OB(O)c1cc2ccccc2o1. (3) Given the product O=C(Nc1cnn2cccnc12)c1csc2cnc(Cl)nc12, predict the reactants needed to synthesize it. The reactants are: Nc1cnn2cccnc12.O=C(O)c1csc2cnc(Cl)nc12. (4) Given the product COC1=C(OC)C(=O)C(CCCCC[C@H]2CC[C@H](O)CC2)=C(C)C1=O, predict the reactants needed to synthesize it. The reactants are: COC1=C(OC)C(=O)C(CCCCC[C@H]2CC[C@H](OC(C)=O)CC2)=C(C)C1=O. (5) Given the product COCC1CC1C(=O)OC(CNC(C)(C)CNC(=O)C1CCOC1)COC(=O)c1cc(OCc2ccccc2)c(OCc2ccccc2)cc1C, predict the reactants needed to synthesize it. The reactants are: COCC1CC1C(=O)Cl.Cc1cc(OCc2ccccc2)c(OCc2ccccc2)cc1C(=O)OCC(O)CNC(C)(C)CNC(=O)C1CCOC1. (6) Given the product Nc1cc(O)nc(SCc2ccccc2F)n1, predict the reactants needed to synthesize it. The reactants are: Fc1ccccc1CBr.Nc1cc(O)nc(S)n1.